Binary Classification. Given a drug SMILES string, predict its activity (active/inactive) in a high-throughput screening assay against a specified biological target. From a dataset of Cav3 T-type calcium channel HTS with 100,875 compounds. (1) The molecule is s1c(C(=O)NC2C(NC(=O)c3sccc3)CCCC2)ccc1. The result is 0 (inactive). (2) The molecule is S(CC(=O)NCCC=1CCCCC1)c1n(N)c(nn1)C(F)(F)F. The result is 0 (inactive).